From a dataset of Full USPTO retrosynthesis dataset with 1.9M reactions from patents (1976-2016). Predict the reactants needed to synthesize the given product. (1) Given the product [CH3:26][O:27][CH:28]1[C:36](=[S:21](=[O:23])=[O:22])[C:35]([NH2:37])=[C:34]([CH2:38][CH3:39])[CH:33]=[C:29]1[C:30]([OH:40])=[O:32], predict the reactants needed to synthesize it. The reactants are: CCN1C(CNC(C2C=C([S:21](CC)(=[O:23])=[O:22])C(N)=CC=2OC)=O)CCC1.[CH3:26][O:27][C:28]1[CH:36]=[C:35]([NH2:37])[C:34]([CH2:38][CH3:39])=[CH:33][C:29]=1[C:30]([OH:32])=S.[OH:40]O. (2) Given the product [Cl:37][C:38]1[C:39]([CH3:48])=[N:40][N:41]([CH2:44][C:45]([N:34]2[CH2:33][CH2:32][N:31]([C:28]3[CH:29]=[CH:30][N:25]=[CH:26][CH:27]=3)[CH2:36][CH2:35]2)=[O:46])[C:42]=1[CH3:43], predict the reactants needed to synthesize it. The reactants are: CN(C(ON1N=NC2C=CC=NC1=2)=[N+](C)C)C.F[P-](F)(F)(F)(F)F.[N:25]1[CH:30]=[CH:29][C:28]([N:31]2[CH2:36][CH2:35][NH:34][CH2:33][CH2:32]2)=[CH:27][CH:26]=1.[Cl:37][C:38]1[C:39]([C:48](F)(F)F)=[N:40][N:41]([CH2:44][C:45](O)=[O:46])[C:42]=1[CH3:43]. (3) Given the product [CH:17]1([N:22]([CH3:26])[C:23]([N:15]2[CH:16]=[C:12]([C:8]3[CH:9]=[CH:10][CH:11]=[C:6]([N+:3]([O-:5])=[O:4])[CH:7]=3)[N:13]=[CH:14]2)=[O:24])[CH2:21][CH2:20][CH2:19][CH2:18]1, predict the reactants needed to synthesize it. The reactants are: [H-].[Na+].[N+:3]([C:6]1[CH:7]=[C:8]([C:12]2[N:13]=[CH:14][NH:15][CH:16]=2)[CH:9]=[CH:10][CH:11]=1)([O-:5])=[O:4].[CH:17]1([N:22]([CH3:26])[C:23](Cl)=[O:24])[CH2:21][CH2:20][CH2:19][CH2:18]1.O.